Dataset: Forward reaction prediction with 1.9M reactions from USPTO patents (1976-2016). Task: Predict the product of the given reaction. Given the reactants [CH3:1][N:2]([CH3:7])[CH2:3][C:4](O)=[O:5].[CH2:8]([NH2:10])[CH3:9], predict the reaction product. The product is: [CH3:1][N:2]([CH3:7])[CH2:3][C:4]([NH:10][CH2:8][CH3:9])=[O:5].